Dataset: Catalyst prediction with 721,799 reactions and 888 catalyst types from USPTO. Task: Predict which catalyst facilitates the given reaction. (1) Reactant: Br[C:2]1[CH:3]=[CH:4][C:5]2[O:9][CH:8]=[CH:7][C:6]=2[CH:10]=1.II.[O:13]1[CH:18]=[CH:17][C:16](=[O:19])[CH:15]=[CH:14]1. Product: [O:9]1[C:5]2[CH:4]=[CH:3][C:2]([C:16]3([OH:19])[CH2:17][CH2:18][O:13][CH2:14][CH2:15]3)=[CH:10][C:6]=2[CH:7]=[CH:8]1. The catalyst class is: 1. (2) Reactant: [CH2:1]([N:4]([CH2:8][CH2:9][CH3:10])[CH2:5][CH2:6][NH2:7])[CH2:2][CH3:3].Cl[C:12]1[N:13]=[N+:14]([O-:25])[C:15]2[CH:21]=[CH:20][C:19]([CH:22]([CH3:24])[CH3:23])=[CH:18][C:16]=2[N:17]=1. Product: [CH:22]([C:19]1[CH:20]=[CH:21][C:15]2[N+:14]([O-:25])=[N:13][C:12]([NH:7][CH2:6][CH2:5][N:4]([CH2:8][CH2:9][CH3:10])[CH2:1][CH2:2][CH3:3])=[N:17][C:16]=2[CH:18]=1)([CH3:24])[CH3:23]. The catalyst class is: 57.